From a dataset of HIV replication inhibition screening data with 41,000+ compounds from the AIDS Antiviral Screen. Binary Classification. Given a drug SMILES string, predict its activity (active/inactive) in a high-throughput screening assay against a specified biological target. (1) The molecule is NC(=S)NN=c1cc(C(=O)Nc2ccc([N+](=O)[O-])cc2[N+](=O)[O-])oc2ccccc12. The result is 0 (inactive). (2) The molecule is N#Cc1c(N)n(-c2cccc(C(=O)O)c2)c(=O)c2cc([N+](=O)[O-])ccc12. The result is 0 (inactive). (3) The molecule is CC(=O)OC1CCC2(C)C(C1)CC(OC(C)=O)C1C2CC(OC(C)=O)C2(C)C(C(C)CC(=O)C(=O)c3ccccc3)CCC12. The result is 0 (inactive). (4) The molecule is CN1CCC2CCCCN2CC1=O. The result is 0 (inactive). (5) The molecule is N#Cc1c(NC(=S)NC(=O)c2ccccc2)nc2c(c1-c1ccccc1)CCC2. The result is 0 (inactive). (6) The drug is CCCCCC1OC1CC=CCCCCCCCC(=O)OCC(O)COC(=O)CCCCCCCC=CCC1OC1CCCCC. The result is 0 (inactive). (7) The result is 0 (inactive). The molecule is CCOC(=O)C(=Cc1cc(OC)ccc1OC)C(=O)OCC. (8) The compound is N#Cc1c(N2CCOCC2)ncn(-c2ccc(Cl)cc2)c1=O. The result is 0 (inactive). (9) The compound is COc1cccc(OC)c1C=C1OC(=O)c2cccc(OC)c21. The result is 0 (inactive). (10) The compound is Cc1c(C(=O)c2ccccc2)n(COCCCO[Si](C)(C)C(C)(C)C)c(=O)[nH]c1=O. The result is 0 (inactive).